This data is from Reaction yield outcomes from USPTO patents with 853,638 reactions. The task is: Predict the reaction yield, written as a fraction of the theoretical maximum amount of product (1.0 means a 100% yield; for example, 0.34 means a 34% yield). (1) The reactants are C([NH:9][C:10]([NH:12][N:13]1[C:17]([C:18](OC)=[O:19])=[CH:16][N:15]=[C:14]1[CH:22]1[CH2:27][CH2:26][O:25][CH2:24][CH2:23]1)=[O:11])(=O)C1C=CC=CC=1.C(=O)([O-])[O-].[K+].[K+]. The catalyst is CO. The product is [O:25]1[CH2:26][CH2:27][CH:22]([C:14]2[N:13]3[C:17]([C:18](=[O:19])[NH:9][C:10](=[O:11])[NH:12]3)=[CH:16][N:15]=2)[CH2:23][CH2:24]1. The yield is 0.560. (2) The reactants are Cl[C:2]1[N:11]=[C:10]2[C:5]([CH2:6][CH2:7][CH2:8][NH:9]2)=[CH:4][CH:3]=1.[F:12][C:13]([F:24])([F:23])[C:14]1[CH:15]=[C:16](B(O)O)[CH:17]=[CH:18][CH:19]=1.C([O-])([O-])=O.[Cs+].[Cs+]. The catalyst is COCCOC.C1C=CC(P(C2C=CC=CC=2)[C-]2C=CC=C2)=CC=1.C1C=CC(P(C2C=CC=CC=2)[C-]2C=CC=C2)=CC=1.Cl[Pd]Cl.[Fe+2]. The product is [F:12][C:13]([F:24])([F:23])[C:14]1[CH:19]=[C:18]([C:2]2[N:11]=[C:10]3[C:5]([CH2:6][CH2:7][CH2:8][NH:9]3)=[CH:4][CH:3]=2)[CH:17]=[CH:16][CH:15]=1. The yield is 0.630. (3) The reactants are [NH2:1][C:2]1[C:10]([Cl:11])=[CH:9][C:5]([C:6]([OH:8])=O)=[C:4]([O:12][CH3:13])[CH:3]=1.[CH3:14][N:15]([CH2:23][CH2:24][CH2:25][NH:26][CH3:27])[C:16](=[O:22])[O:17][C:18]([CH3:21])([CH3:20])[CH3:19]. No catalyst specified. The product is [NH2:1][C:2]1[C:10]([Cl:11])=[CH:9][C:5]([C:6]([N:26]([CH3:27])[CH2:25][CH2:24][CH2:23][N:15]([CH3:14])[C:16](=[O:22])[O:17][C:18]([CH3:21])([CH3:19])[CH3:20])=[O:8])=[C:4]([O:12][CH3:13])[CH:3]=1. The yield is 0.680. (4) The reactants are Br[C:2]1[CH:7]=[CH:6][C:5]([CH2:8][N:9]2[C:14](=[O:15])[C:13]([C:16]([NH:18][CH2:19][C:20]([OH:22])=[O:21])=[O:17])=[C:12]([OH:23])[C:11]([CH:24]([CH3:26])[CH3:25])=[N:10]2)=[C:4]([F:27])[CH:3]=1.[F:28][C:29]1[CH:34]=[CH:33][C:32](B(O)O)=[CH:31][CH:30]=1.C(=O)([O-])[O-].[K+].[K+].Cl. The catalyst is O.C1C=CC([P]([Pd]([P](C2C=CC=CC=2)(C2C=CC=CC=2)C2C=CC=CC=2)([P](C2C=CC=CC=2)(C2C=CC=CC=2)C2C=CC=CC=2)[P](C2C=CC=CC=2)(C2C=CC=CC=2)C2C=CC=CC=2)(C2C=CC=CC=2)C2C=CC=CC=2)=CC=1.O1CCOCC1. The product is [F:27][C:4]1[CH:3]=[C:2]([C:32]2[CH:33]=[CH:34][C:29]([F:28])=[CH:30][CH:31]=2)[CH:7]=[CH:6][C:5]=1[CH2:8][N:9]1[C:14](=[O:15])[C:13]([C:16]([NH:18][CH2:19][C:20]([OH:22])=[O:21])=[O:17])=[C:12]([OH:23])[C:11]([CH:24]([CH3:26])[CH3:25])=[N:10]1. The yield is 0.570. (5) The reactants are [OH:1][CH:2]([C:19]1[CH:24]=[CH:23][CH:22]=[C:21]([O:25][CH3:26])[CH:20]=1)[CH2:3][O:4][C:5]1[CH:18]=[CH:17][C:8]([CH2:9][CH:10]2[S:14][C:13](=[O:15])[NH:12][C:11]2=[O:16])=[CH:7][CH:6]=1.CS(C)=O.O=P12OP3(OP(OP(O3)(O1)=O)(=O)O2)=O.C(N(CC)CC)C. The yield is 0.540. The catalyst is C(Cl)Cl.O. The product is [CH3:26][O:25][C:21]1[CH:20]=[C:19]([C:2](=[O:1])[CH2:3][O:4][C:5]2[CH:18]=[CH:17][C:8]([CH2:9][CH:10]3[S:14][C:13](=[O:15])[NH:12][C:11]3=[O:16])=[CH:7][CH:6]=2)[CH:24]=[CH:23][CH:22]=1.